From a dataset of NCI-60 drug combinations with 297,098 pairs across 59 cell lines. Regression. Given two drug SMILES strings and cell line genomic features, predict the synergy score measuring deviation from expected non-interaction effect. (1) Drug 1: C1=NC2=C(N=C(N=C2N1C3C(C(C(O3)CO)O)F)Cl)N. Drug 2: C(CCl)NC(=O)N(CCCl)N=O. Cell line: NCI-H522. Synergy scores: CSS=22.0, Synergy_ZIP=-6.72, Synergy_Bliss=-5.45, Synergy_Loewe=-42.7, Synergy_HSA=-3.79. (2) Drug 1: CCN(CC)CCCC(C)NC1=C2C=C(C=CC2=NC3=C1C=CC(=C3)Cl)OC. Drug 2: CC12CCC3C(C1CCC2OP(=O)(O)O)CCC4=C3C=CC(=C4)OC(=O)N(CCCl)CCCl.[Na+]. Cell line: HCT116. Synergy scores: CSS=43.0, Synergy_ZIP=3.00, Synergy_Bliss=6.28, Synergy_Loewe=-21.9, Synergy_HSA=0.194. (3) Drug 1: CN(C)N=NC1=C(NC=N1)C(=O)N. Drug 2: CC(C)(C#N)C1=CC(=CC(=C1)CN2C=NC=N2)C(C)(C)C#N. Cell line: MCF7. Synergy scores: CSS=-0.528, Synergy_ZIP=-1.24, Synergy_Bliss=-3.39, Synergy_Loewe=-4.86, Synergy_HSA=-3.60. (4) Drug 1: CC(C1=C(C=CC(=C1Cl)F)Cl)OC2=C(N=CC(=C2)C3=CN(N=C3)C4CCNCC4)N. Drug 2: CN1C(=O)N2C=NC(=C2N=N1)C(=O)N. Cell line: HOP-92. Synergy scores: CSS=12.9, Synergy_ZIP=-4.25, Synergy_Bliss=1.84, Synergy_Loewe=1.24, Synergy_HSA=2.98. (5) Drug 1: CS(=O)(=O)C1=CC(=C(C=C1)C(=O)NC2=CC(=C(C=C2)Cl)C3=CC=CC=N3)Cl. Drug 2: CC1=C(C(=O)C2=C(C1=O)N3CC4C(C3(C2COC(=O)N)OC)N4)N. Cell line: NCI-H522. Synergy scores: CSS=34.1, Synergy_ZIP=-1.00, Synergy_Bliss=3.58, Synergy_Loewe=-19.4, Synergy_HSA=4.72. (6) Drug 1: C1=CC(=CC=C1CCCC(=O)O)N(CCCl)CCCl. Drug 2: C#CCC(CC1=CN=C2C(=N1)C(=NC(=N2)N)N)C3=CC=C(C=C3)C(=O)NC(CCC(=O)O)C(=O)O. Cell line: LOX IMVI. Synergy scores: CSS=26.7, Synergy_ZIP=-12.1, Synergy_Bliss=-15.1, Synergy_Loewe=-22.0, Synergy_HSA=-13.1. (7) Drug 1: C1CN1C2=NC(=NC(=N2)N3CC3)N4CC4. Drug 2: C1CCN(CC1)CCOC2=CC=C(C=C2)C(=O)C3=C(SC4=C3C=CC(=C4)O)C5=CC=C(C=C5)O. Cell line: SR. Synergy scores: CSS=56.7, Synergy_ZIP=-1.73, Synergy_Bliss=-4.05, Synergy_Loewe=-10.8, Synergy_HSA=-3.96.